Dataset: Catalyst prediction with 721,799 reactions and 888 catalyst types from USPTO. Task: Predict which catalyst facilitates the given reaction. (1) Reactant: Cl[C:2]1[N:9]=[CH:8][CH:7]=[CH:6][C:3]=1[CH:4]=O.[NH2:10][NH2:11]. Product: [NH:10]1[C:2]2=[N:9][CH:8]=[CH:7][CH:6]=[C:3]2[CH:4]=[N:11]1. The catalyst class is: 14. (2) Reactant: [C:1](=[O:4])([O-:3])[O-].[K+].[K+].CN(C=O)C.[CH3:12][N:13]1[C:22]2[C:17](=[CH:18][C:19]([O:23][CH2:24][CH2:25][CH2:26][NH:27][CH2:28][C:29]3[CH:34]=[CH:33][N:32]=[CH:31][CH:30]=3)=[CH:20][CH:21]=2)[CH:16]=[CH:15][C:14]1=[O:35].Br[CH2:37][C:38]([O:40][CH2:41][CH3:42])=[O:39]. Product: [CH2:41]([O:40][C:38](=[O:39])[CH2:37][O:3][C:1](=[O:4])[N:27]([CH2:26][CH2:25][CH2:24][O:23][C:19]1[CH:18]=[C:17]2[C:22](=[CH:21][CH:20]=1)[N:13]([CH3:12])[C:14](=[O:35])[CH:15]=[CH:16]2)[CH2:28][C:29]1[CH:34]=[CH:33][N:32]=[CH:31][CH:30]=1)[CH3:42]. The catalyst class is: 13. (3) Product: [OH:30][C:27]([CH3:28])([CH3:29])[CH2:26][C@@:17]1([C:20]2[CH:25]=[CH:24][CH:23]=[CH:22][CH:21]=2)[O:16][C:15](=[O:31])[N:14]([C@H:12]([C:9]2[CH:10]=[CH:11][C:6]([C:5]([OH:32])=[O:4])=[CH:7][CH:8]=2)[CH3:13])[CH2:19][CH2:18]1. Reactant: [OH-].[Na+].C[O:4][C:5](=[O:32])[C:6]1[CH:11]=[CH:10][C:9]([C@@H:12]([N:14]2[CH2:19][CH2:18][C@:17]([CH2:26][C:27]([OH:30])([CH3:29])[CH3:28])([C:20]3[CH:25]=[CH:24][CH:23]=[CH:22][CH:21]=3)[O:16][C:15]2=[O:31])[CH3:13])=[CH:8][CH:7]=1. The catalyst class is: 7.